Dataset: Forward reaction prediction with 1.9M reactions from USPTO patents (1976-2016). Task: Predict the product of the given reaction. Given the reactants Br[CH2:2][CH2:3][CH:4]([C:16]([F:19])([F:18])[F:17])[CH2:5][C:6]([F:15])([C:11]([F:14])([F:13])[F:12])[C:7]([F:10])([F:9])[F:8].C(O)C.N[C:24](N)=[S:25].[OH-].[Na+], predict the reaction product. The product is: [F:15][C:6]([C:11]([F:14])([F:13])[F:12])([C:7]([F:10])([F:9])[F:8])[CH2:5][CH:4]([C:16]([F:19])([F:18])[F:17])[CH2:3][CH2:2][CH2:24][SH:25].